Task: Binary Classification. Given a drug SMILES string, predict its activity (active/inactive) in a high-throughput screening assay against a specified biological target.. Dataset: M1 muscarinic receptor antagonist screen with 61,756 compounds (1) The molecule is Clc1ccc(CN2C(=O)C3(c4c2cccc4)c2c([nH]nc2OC(N)=C3C#N)CC(OC)=O)cc1. The result is 0 (inactive). (2) The compound is o1c(C(C)(C)C)c(c2c1ccc(OCC#N)c2)C(OCC)=O. The result is 0 (inactive). (3) The drug is O(CCCN1CCN(CC1)CC)c1ccc(cc1)c1ccccc1. The result is 1 (active). (4) The drug is Fc1ccc(C\2N(CCOCCO)C(=O)C(=O)C2=C(\O)c2ccc(OCC)cc2)cc1. The result is 0 (inactive). (5) The molecule is O=C(NCCO)CC(c1ccccc1)c1ccccc1. The result is 0 (inactive). (6) The molecule is S1c2c(N(C(=O)C1)C)cc(NC(=O)N1CCC(N3CCCCC3)CC1)cc2. The result is 0 (inactive).